Dataset: NCI-60 drug combinations with 297,098 pairs across 59 cell lines. Task: Regression. Given two drug SMILES strings and cell line genomic features, predict the synergy score measuring deviation from expected non-interaction effect. Drug 1: C1=C(C(=O)NC(=O)N1)N(CCCl)CCCl. Drug 2: C1CN(CCN1C(=O)CCBr)C(=O)CCBr. Cell line: NCI-H460. Synergy scores: CSS=55.1, Synergy_ZIP=5.48, Synergy_Bliss=5.05, Synergy_Loewe=0.185, Synergy_HSA=7.74.